Task: Predict the reaction yield, written as a fraction of the theoretical maximum amount of product (1.0 means a 100% yield; for example, 0.34 means a 34% yield).. Dataset: Reaction yield outcomes from USPTO patents with 853,638 reactions The reactants are C([O-])([O-])=O.[Na+].[Na+].[OH:7][OH:8].[C:9]1(=[O:19])[O:14][C:12](=[O:13])[C:11]2=[CH:15][CH:16]=[CH:17][CH:18]=[C:10]12.OS(O)(=O)=O. The catalyst is O. The product is [CH:17]1[CH:18]=[C:10]([C:9]([OH:14])=[O:19])[C:11]([C:12]([O:7][OH:8])=[O:13])=[CH:15][CH:16]=1. The yield is 0.769.